Dataset: Forward reaction prediction with 1.9M reactions from USPTO patents (1976-2016). Task: Predict the product of the given reaction. (1) The product is: [NH2:1][C:2]1[C:11]2[N:10]=[CH:9][C:8]([CH2:12][CH2:13][C:14]3[CH:19]=[CH:18][C:17]([CH:20]([NH:33][CH2:32][CH2:31][N:30]([CH2:34][CH3:35])[CH2:28][CH3:29])[CH3:21])=[CH:16][CH:15]=3)=[CH:7][C:6]=2[C:5]2[CH:23]=[CH:24][C:25]([CH3:27])=[CH:26][C:4]=2[N:3]=1. Given the reactants [NH2:1][C:2]1[C:11]2[N:10]=[CH:9][C:8]([CH2:12][CH2:13][C:14]3[CH:19]=[CH:18][C:17]([C:20](=O)[CH3:21])=[CH:16][CH:15]=3)=[CH:7][C:6]=2[C:5]2[CH:23]=[CH:24][C:25]([CH3:27])=[CH:26][C:4]=2[N:3]=1.[CH2:28]([N:30]([CH2:34][CH3:35])[CH2:31][CH2:32][NH2:33])[CH3:29].C(O)(C(F)(F)F)=O, predict the reaction product. (2) The product is: [CH3:20][C:21]1[N:22]=[N:23][S:24][C:25]=1[C:26]1[O:15][C:13]([CH2:12][N:8]2[C:9]3[C:5](=[C:4]([C:16]([F:19])([F:18])[F:17])[C:3]([C:1]#[N:2])=[CH:11][CH:10]=3)[CH:6]=[CH:7]2)=[N:29][N:28]=1. Given the reactants [C:1]([C:3]1[C:4]([C:16]([F:19])([F:18])[F:17])=[C:5]2[C:9](=[CH:10][CH:11]=1)[N:8]([CH2:12][C:13]([OH:15])=O)[CH:7]=[CH:6]2)#[N:2].[CH3:20][C:21]1[N:22]=[N:23][S:24][C:25]=1[C:26]([NH:28][NH2:29])=O, predict the reaction product. (3) Given the reactants [Cl:1][C:2]1[CH:3]=[C:4]([CH:7]=[CH:8][C:9]=1[O:10][CH3:11])[CH2:5][OH:6].[H-].[Na+].Cl[C:15]1[C:20]([C:21]([O:23][CH2:24][CH3:25])=[O:22])=[CH:19][N:18]=[C:17]([S:26][CH3:27])[N:16]=1.O, predict the reaction product. The product is: [Cl:1][C:2]1[CH:3]=[C:4]([CH:7]=[CH:8][C:9]=1[O:10][CH3:11])[CH2:5][O:6][C:19]1[C:20]([C:21]([O:23][CH2:24][CH3:25])=[O:22])=[CH:15][N:16]=[C:17]([S:26][CH3:27])[N:18]=1.